Dataset: Forward reaction prediction with 1.9M reactions from USPTO patents (1976-2016). Task: Predict the product of the given reaction. (1) Given the reactants [F:1][C:2]([F:24])([F:23])[C:3]([C:5]1[C:15]2[O:14][CH2:13][CH2:12][N:11]([C:16]([O:18][C:19]([CH3:22])([CH3:21])[CH3:20])=[O:17])[CH2:10][C:9]=2[CH:8]=[CH:7][CH:6]=1)=[CH2:4], predict the reaction product. The product is: [F:24][C:2]([F:1])([F:23])[CH:3]([C:5]1[C:15]2[O:14][CH2:13][CH2:12][N:11]([C:16]([O:18][C:19]([CH3:21])([CH3:20])[CH3:22])=[O:17])[CH2:10][C:9]=2[CH:8]=[CH:7][CH:6]=1)[CH3:4]. (2) Given the reactants [OH:1][C:2]1[CH:10]=[C:9]([O:11][CH3:12])[CH:8]=[CH:7][C:3]=1[C:4]([OH:6])=O.C(N(C(C)C)CC)(C)C.Cl[C:23](OCC)=[O:24].[F:28][C:29]1[CH:36]=[C:35]([Br:37])[CH:34]=[CH:33][C:30]=1[CH2:31][NH2:32], predict the reaction product. The product is: [Br:37][C:35]1[CH:34]=[CH:33][C:30]([CH2:31][N:32]2[C:4](=[O:6])[C:3]3[CH:7]=[CH:8][C:9]([O:11][CH3:12])=[CH:10][C:2]=3[O:1][C:23]2=[O:24])=[C:29]([F:28])[CH:36]=1. (3) Given the reactants [CH3:1][C:2]1([CH3:16])[CH2:11][CH2:10][C:9]2[C:4](=[C:5]([CH3:15])[C:6]([CH3:14])=[C:7]([OH:13])[C:8]=2[CH3:12])[O:3]1.C(N(CC)CC)C.[C:24](Cl)(=[O:26])[CH3:25], predict the reaction product. The product is: [C:24]([O:13][C:7]1[C:8]([CH3:12])=[C:9]2[C:4](=[C:5]([CH3:15])[C:6]=1[CH3:14])[O:3][C:2]([CH3:16])([CH3:1])[CH2:11][CH2:10]2)(=[O:26])[CH3:25]. (4) The product is: [F:1][C:2]1[CH:10]=[C:9]([O:11][C:12]([F:13])([F:14])[F:15])[CH:8]=[CH:7][C:3]=1[NH:35][C:38](=[O:23])[O:44][C:41]([CH3:43])([CH3:42])[CH3:40]. Given the reactants [F:1][C:2]1[CH:10]=[C:9]([O:11][C:12]([F:15])([F:14])[F:13])[CH:8]=[CH:7][C:3]=1C(O)=O.C1C=CC(P(N=[N+]=[N-])(C2C=CC=CC=2)=[O:23])=CC=1.CC[N:35]([CH2:38]C)CC.[CH3:40][C:41]([OH:44])([CH3:43])[CH3:42], predict the reaction product.